This data is from Reaction yield outcomes from USPTO patents with 853,638 reactions. The task is: Predict the reaction yield, written as a fraction of the theoretical maximum amount of product (1.0 means a 100% yield; for example, 0.34 means a 34% yield). (1) The reactants are [NH:1]1[CH2:6][CH2:5]OC[CH2:2]1.[CH2:7]=O.[NH2:9][C:10]1[C:15]2=[C:16]([C:20]3[CH:25]=[CH:24][C:23]([NH:26][C:27]([NH:29][C:30]4[CH:35]=[C:34]([C:36]([F:39])([F:38])[F:37])[CH:33]=[CH:32][N:31]=4)=[O:28])=[C:22]([F:40])[CH:21]=3)[C:17]([CH3:19])=[CH:18][N:14]2[N:13]=[CH:12][N:11]=1.[CH3:41][C:42]([OH:44])=O. The catalyst is CCOC(C)=O. The product is [NH2:9][C:10]1[C:15]2=[C:16]([C:20]3[CH:25]=[CH:24][C:23]([NH:26][C:27]([NH:29][C:30]4[CH:35]=[C:34]([C:36]([F:38])([F:37])[F:39])[CH:33]=[CH:32][N:31]=4)=[O:28])=[C:22]([F:40])[CH:21]=3)[C:17]([CH3:19])=[C:18]([CH2:7][N:1]3[CH2:2][CH2:41][CH2:42][O:44][CH2:5][CH2:6]3)[N:14]2[N:13]=[CH:12][N:11]=1. The yield is 0.340. (2) The reactants are [N:1]1([C:5]([C:7]2[CH:33]=[CH:32][C:10]([O:11][C:12]3[CH:13]=[C:14]([C:24]4[NH:28][C:27]([C:29]([OH:31])=O)=[CH:26][CH:25]=4)[CH:15]=[C:16]([O:18][C@@H:19]([CH3:23])[CH2:20][O:21][CH3:22])[CH:17]=3)=[C:9]([F:34])[CH:8]=2)=[O:6])[CH2:4][CH2:3][CH2:2]1.Cl.[Cl:36][CH2:37][CH2:38][NH2:39].CCN=C=NCCCN(C)C.Cl. The catalyst is CN(C)C1C=CN=CC=1.ClCCl. The product is [N:1]1([C:5]([C:7]2[CH:33]=[CH:32][C:10]([O:11][C:12]3[CH:13]=[C:14]([C:24]4[NH:28][C:27]([C:29]([NH:39][CH2:38][CH2:37][Cl:36])=[O:31])=[CH:26][CH:25]=4)[CH:15]=[C:16]([O:18][C@@H:19]([CH3:23])[CH2:20][O:21][CH3:22])[CH:17]=3)=[C:9]([F:34])[CH:8]=2)=[O:6])[CH2:4][CH2:3][CH2:2]1. The yield is 0.790. (3) The reactants are Br[C:2]1[C:3]([O:16][CH2:17][CH2:18][CH3:19])=[C:4]2[C:9](=[CH:10][CH:11]=1)[N:8]([C:12](=[O:14])[CH3:13])[C@@H:7]([CH3:15])[CH2:6][CH2:5]2.[B:20]1([B:20]2[O:24][C:23]([CH3:26])([CH3:25])[C:22]([CH3:28])([CH3:27])[O:21]2)[O:24][C:23]([CH3:26])([CH3:25])[C:22]([CH3:28])([CH3:27])[O:21]1.C([O-])(=O)C.[K+].ClCCl. The catalyst is O1CCOCC1.C1C=CC(P(C2C=CC=CC=2)[C-]2C=CC=C2)=CC=1.C1C=CC(P(C2C=CC=CC=2)[C-]2C=CC=C2)=CC=1.Cl[Pd]Cl.[Fe+2]. The product is [CH3:15][C@H:7]1[CH2:6][CH2:5][C:4]2[C:9](=[CH:10][CH:11]=[C:2]([B:20]3[O:24][C:23]([CH3:26])([CH3:25])[C:22]([CH3:28])([CH3:27])[O:21]3)[C:3]=2[O:16][CH2:17][CH2:18][CH3:19])[N:8]1[C:12](=[O:14])[CH3:13]. The yield is 0.760. (4) The reactants are [Cl:1][C:2]1[CH:10]=[C:6]([C:7]([OH:9])=O)[C:5]([OH:11])=[CH:4][CH:3]=1.[Cl:12][C:13]1[CH:19]=[CH:18][C:17]([C:20]([F:23])([F:22])[F:21])=[CH:16][C:14]=1[NH2:15]. No catalyst specified. The product is [Cl:1][C:2]1[CH:3]=[CH:4][C:5]([OH:11])=[C:6]([CH:10]=1)[C:7]([NH:15][C:14]1[CH:16]=[C:17]([C:20]([F:21])([F:22])[F:23])[CH:18]=[CH:19][C:13]=1[Cl:12])=[O:9]. The yield is 0.491. (5) The reactants are [NH:1]1[C:9]2[C:4](=[CH:5][C:6]([CH:10]([C:12]3[CH:17]=[CH:16][CH:15]=[CH:14][CH:13]=3)[OH:11])=[CH:7][CH:8]=2)[CH:3]=[N:2]1.C(N=[N+]=[N-])C.[C:23](OC(=O)C)(=[O:25])[CH3:24]. The catalyst is C1COCC1. The product is [C:23]([O:11][CH:10]([C:6]1[CH:5]=[C:4]2[C:9](=[CH:8][CH:7]=1)[NH:1][N:2]=[CH:3]2)[C:12]1[CH:13]=[CH:14][CH:15]=[CH:16][CH:17]=1)(=[O:25])[CH3:24]. The yield is 1.00. (6) The reactants are [CH2:1]([O:8][C:9]1[CH:14]=[CH:13][CH:12]=[CH:11][C:10]=1[C:15]1[NH:19][N:18]=[C:17]([C:20]([NH:22][CH2:23][C:24]([OH:26])=O)=[O:21])[CH:16]=1)[C:2]1[CH:7]=[CH:6][CH:5]=[CH:4][CH:3]=1.CCN(C(C)C)C(C)C.C1C=CC2N(O)N=NC=2C=1.CCN=C=NCCCN(C)C.Cl.Cl.Cl.[Cl:60][C:61]1[CH:66]=[CH:65][CH:64]=[CH:63][C:62]=1[NH:67][CH:68]1[CH2:73][CH2:72][NH:71][CH2:70][CH2:69]1. The catalyst is CN(C=O)C.O. The product is [Cl:60][C:61]1[CH:66]=[CH:65][CH:64]=[CH:63][C:62]=1[NH:67][CH:68]1[CH2:73][CH2:72][N:71]([C:24](=[O:26])[CH2:23][NH:22][C:20]([C:17]2[CH:16]=[C:15]([C:10]3[CH:11]=[CH:12][CH:13]=[CH:14][C:9]=3[O:8][CH2:1][C:2]3[CH:3]=[CH:4][CH:5]=[CH:6][CH:7]=3)[NH:19][N:18]=2)=[O:21])[CH2:70][CH2:69]1. The yield is 0.980.